Dataset: Catalyst prediction with 721,799 reactions and 888 catalyst types from USPTO. Task: Predict which catalyst facilitates the given reaction. (1) Reactant: [CH3:1][C:2]1[C:11]([CH3:12])=[CH:10][C:9]([NH2:13])=[C:8]2[C:3]=1[CH:4]=[CH:5][CH:6]=[N:7]2.[C:14]1([S:20](Cl)(=[O:22])=[O:21])[CH:19]=[CH:18][CH:17]=[CH:16][CH:15]=1. The catalyst class is: 142. Product: [CH3:1][C:2]1[C:11]([CH3:12])=[CH:10][C:9]([NH:13][S:20]([C:14]2[CH:19]=[CH:18][CH:17]=[CH:16][CH:15]=2)(=[O:22])=[O:21])=[C:8]2[C:3]=1[CH:4]=[CH:5][CH:6]=[N:7]2. (2) Reactant: Cl[C:2]1[CH:9]=[CH:8][C:5]([C:6]#[N:7])=[CH:4][N:3]=1.[C:10]([O:14][C:15]([N:17]1[CH2:22][CH2:21][CH:20]([NH2:23])[CH2:19][CH2:18]1)=[O:16])([CH3:13])([CH3:12])[CH3:11].C(N(C(C)C)CC)(C)C. Product: [C:10]([O:14][C:15]([N:17]1[CH2:22][CH2:21][CH:20]([NH:23][C:2]2[CH:9]=[CH:8][C:5]([C:6]#[N:7])=[CH:4][N:3]=2)[CH2:19][CH2:18]1)=[O:16])([CH3:13])([CH3:11])[CH3:12]. The catalyst class is: 245. (3) Reactant: O.[OH-].[Li+].C([O:6][C:7]([C:9]1[N:10]=[N:11][C:12]([O:15][CH2:16][C:17]2[N:18]([CH3:28])[N:19]=[N:20][C:21]=2[C:22]2[CH:27]=[CH:26][CH:25]=[CH:24][N:23]=2)=[CH:13][CH:14]=1)=[O:8])C. The catalyst class is: 776. Product: [CH3:28][N:18]1[C:17]([CH2:16][O:15][C:12]2[N:11]=[N:10][C:9]([C:7]([OH:8])=[O:6])=[CH:14][CH:13]=2)=[C:21]([C:22]2[CH:27]=[CH:26][CH:25]=[CH:24][N:23]=2)[N:20]=[N:19]1. (4) Reactant: Cl.[CH2:2]([N:9]([CH2:13][CH2:14]Cl)[CH2:10][CH2:11]Cl)[C:3]1[CH:8]=[CH:7][CH:6]=[CH:5][CH:4]=1.[NH2:16][CH:17]1[CH2:20][N:19]([C:21]([O:23][C:24]([CH3:27])([CH3:26])[CH3:25])=[O:22])[CH2:18]1.C(=O)(O)[O-].[Na+]. Product: [CH2:2]([N:9]1[CH2:13][CH2:14][N:16]([CH:17]2[CH2:18][N:19]([C:21]([O:23][C:24]([CH3:27])([CH3:26])[CH3:25])=[O:22])[CH2:20]2)[CH2:11][CH2:10]1)[C:3]1[CH:8]=[CH:7][CH:6]=[CH:5][CH:4]=1. The catalyst class is: 8. (5) Reactant: [C:1]([O:5][C:6]([N:8]1[CH2:13][CH2:12][CH:11]([N:14]([C:22]2[CH:23]=[C:24]3[C:28](=[CH:29][CH:30]=2)[N:27](C(OC(C)(C)C)=O)[CH:26]=[CH:25]3)C(OC(C)(C)C)=O)[CH2:10][CH2:9]1)=[O:7])([CH3:4])([CH3:3])[CH3:2].B(OC(C)C)(OC(C)C)OC(C)C.[Li+].CC([N-]C(C)C)C.CCCCCCC.C1COCC1.C(C1C=CC=CC=1)C. Product: [C:1]([O:5][C:6]([N:8]1[CH2:13][CH2:12][CH:11]([NH:14][C:22]2[CH:23]=[C:24]3[C:28](=[CH:29][CH:30]=2)[NH:27][CH:26]=[CH:25]3)[CH2:10][CH2:9]1)=[O:7])([CH3:4])([CH3:2])[CH3:3]. The catalyst class is: 1. (6) Reactant: Cl.[NH2:2][C@H:3]1[CH2:8][CH2:7][CH2:6][N:5]([C:9]([C:11]2[S:12][C:13]([C:16]3[C:20]([CH3:21])=[C:19]([C:22]([F:25])([F:24])[F:23])[O:18][N:17]=3)=[CH:14][CH:15]=2)=[O:10])[CH2:4]1.C(N(CC)CC)C.[Cl:33][CH2:34][C:35](Cl)=[O:36]. Product: [Cl:33][CH2:34][C:35]([NH:2][C@H:3]1[CH2:8][CH2:7][CH2:6][N:5]([C:9]([C:11]2[S:12][C:13]([C:16]3[C:20]([CH3:21])=[C:19]([C:22]([F:25])([F:24])[F:23])[O:18][N:17]=3)=[CH:14][CH:15]=2)=[O:10])[CH2:4]1)=[O:36]. The catalyst class is: 1.